Task: Predict which catalyst facilitates the given reaction.. Dataset: Catalyst prediction with 721,799 reactions and 888 catalyst types from USPTO (1) Reactant: [Br:1][C:2]1[CH:3]=[C:4]([CH:7]=[CH:8][C:9]=1[CH3:10])[CH:5]=[O:6].[CH2:11](O)[CH2:12][OH:13].O. Product: [Br:1][C:2]1[CH:3]=[C:4]([CH:5]2[O:13][CH2:12][CH2:11][O:6]2)[CH:7]=[CH:8][C:9]=1[CH3:10]. The catalyst class is: 626. (2) Reactant: N1([C:6]([N:8]2[CH2:12][CH:11]=[N:10]C2)=[S:7])CC=NC1.[Cl:13][C:14]1[C:19]([S:20][CH3:21])=[C:18]([N:22]2[CH2:27][CH2:26][O:25][CH2:24][CH2:23]2)[N:17]=[C:16]([C:28]2[CH:33]=[CH:32][C:31]([NH2:34])=[CH:30][CH:29]=2)[N:15]=1.[C:35]1(N)[C:36](N)=CC=[CH:39][CH:40]=1. Product: [NH2:10][C:11]1[CH:39]=[CH:40][CH:35]=[CH:36][C:12]=1[NH:8][C:6]([NH:34][C:31]1[CH:32]=[CH:33][C:28]([C:16]2[N:15]=[C:14]([Cl:13])[C:19]([S:20][CH3:21])=[C:18]([N:22]3[CH2:27][CH2:26][O:25][CH2:24][CH2:23]3)[N:17]=2)=[CH:29][CH:30]=1)=[S:7]. The catalyst class is: 23. (3) Reactant: [Br:1][C:2]1[CH:13]=[CH:12][CH:11]=[CH:10][C:3]=1[CH2:4][C@@H:5]([C:7]([OH:9])=[O:8])[NH2:6].[OH-].[Na+].[Br:16][C@H:17]([CH3:21])[C:18](Cl)=[O:19].Cl. Product: [Br:1][C:2]1[CH:13]=[CH:12][CH:11]=[CH:10][C:3]=1[CH2:4][C@H:5]([NH:6][C:18](=[O:19])[C@H:17]([Br:16])[CH3:21])[C:7]([OH:9])=[O:8]. The catalyst class is: 93. (4) Reactant: C[O:2][C:3](=[O:46])[C:4]([C:7]1[CH:8]=[N:9][C:10]([NH:13][C:14]2[C:15](=[O:45])[N:16]([CH3:44])[CH:17]=[C:18]([C:20]3[CH:25]=[CH:24][CH:23]=[C:22]([N:26]4[N:35]=[CH:34][C:33]5[C:28](=[C:29]([F:40])[CH:30]=[C:31]([C:36]([CH3:39])([CH3:38])[CH3:37])[CH:32]=5)[C:27]4=[O:41])[C:21]=3[CH2:42][OH:43])[CH:19]=2)=[CH:11][CH:12]=1)([CH3:6])[CH3:5].[H-].[OH-].[Li+]. Product: [C:36]([C:31]1[CH:32]=[C:33]2[C:28](=[C:29]([F:40])[CH:30]=1)[C:27](=[O:41])[N:26]([C:22]1[C:21]([CH2:42][OH:43])=[C:20]([C:18]3[CH:19]=[C:14]([NH:13][C:10]4[N:9]=[CH:8][C:7]([C:4]([CH3:6])([CH3:5])[C:3]([OH:46])=[O:2])=[CH:12][CH:11]=4)[C:15](=[O:45])[N:16]([CH3:44])[CH:17]=3)[CH:25]=[CH:24][CH:23]=1)[N:35]=[CH:34]2)([CH3:39])([CH3:37])[CH3:38]. The catalyst class is: 38.